From a dataset of Catalyst prediction with 721,799 reactions and 888 catalyst types from USPTO. Predict which catalyst facilitates the given reaction. (1) Reactant: [N:1]1([C:9](=[O:11])[CH3:10])[C:5]2[CH:6]=[CH:7][S:8][C:4]=2[CH:3]=[N:2]1.[Br:12]N1C(=O)CCC1=O. Product: [Br:12][C:7]1[S:8][C:4]2[CH:3]=[N:2][N:1]([C:9](=[O:11])[CH3:10])[C:5]=2[CH:6]=1. The catalyst class is: 22. (2) Reactant: [Cl:1][C:2]1[CH:11]=[C:10]([C:12](=[O:14])[CH3:13])[C:9]([N:15]2[CH2:20][CH2:19][NH:18][CH2:17][CH2:16]2)=[C:8]2[C:3]=1[CH:4]=[CH:5][CH:6]=[N:7]2.[CH:21]1([C:24](Cl)=[O:25])[CH2:23][CH2:22]1.C(N(CC)CC)C. Product: [Cl:1][C:2]1[CH:11]=[C:10]([C:12](=[O:14])[CH3:13])[C:9]([N:15]2[CH2:16][CH2:17][N:18]([C:24]([CH:21]3[CH2:23][CH2:22]3)=[O:25])[CH2:19][CH2:20]2)=[C:8]2[C:3]=1[CH:4]=[CH:5][CH:6]=[N:7]2. The catalyst class is: 2. (3) Reactant: COC1C=CC(P2(=S)SP(=S)(C3C=CC(OC)=CC=3)[S:10]2)=CC=1.[CH3:23][O:24][C:25]1[N:30]=[CH:29][C:28]([C:31]2[N:32]([C:45]3[CH:50]=[CH:49][CH:48]=[CH:47][CH:46]=3)[CH:33]=[C:34]([C:36]([N:38]3[CH2:43][CH2:42][N:41]([CH3:44])[CH2:40][CH2:39]3)=O)[N:35]=2)=[CH:27][CH:26]=1. Product: [CH3:23][O:24][C:25]1[N:30]=[CH:29][C:28]([C:31]2[N:32]([C:45]3[CH:50]=[CH:49][CH:48]=[CH:47][CH:46]=3)[CH:33]=[C:34]([C:36]([N:38]3[CH2:43][CH2:42][N:41]([CH3:44])[CH2:40][CH2:39]3)=[S:10])[N:35]=2)=[CH:27][CH:26]=1. The catalyst class is: 48. (4) Reactant: Cl[C:2]1[C:3](=[O:18])[N:4]([CH:15]([CH3:17])[CH3:16])[S:5](=[O:14])(=[O:13])[C:6]=1[C:7]1[CH:12]=[CH:11][CH:10]=[CH:9][CH:8]=1.[CH3:19][S:20]([O:23][C:24]1[CH:29]=[CH:28][C:27]([CH2:30][CH2:31][NH2:32])=[CH:26][CH:25]=1)(=[O:22])=[O:21]. Product: [CH3:19][S:20]([O:23][C:24]1[CH:29]=[CH:28][C:27]([CH2:30][CH2:31][NH:32][C:2]2[C:3](=[O:18])[N:4]([CH:15]([CH3:17])[CH3:16])[S:5](=[O:14])(=[O:13])[C:6]=2[C:7]2[CH:12]=[CH:11][CH:10]=[CH:9][CH:8]=2)=[CH:26][CH:25]=1)(=[O:22])=[O:21]. The catalyst class is: 23. (5) Reactant: Cl[CH2:2][CH2:3][CH2:4][O:5][C:6]1[CH:11]=[CH:10][C:9]([N:12]2[CH2:17][CH2:16][N:15]([C:18]([O:20][C:21]([CH3:24])([CH3:23])[CH3:22])=[O:19])[CH2:14][C:13]2=[O:25])=[CH:8][CH:7]=1.C(=O)([O-])[O-].[K+].[K+].[I-].[K+].[CH3:34][CH:35]1[CH2:39][CH2:38][CH2:37][NH:36]1. Product: [CH3:34][CH:35]1[CH2:39][CH2:38][CH2:37][N:36]1[CH2:2][CH2:3][CH2:4][O:5][C:6]1[CH:11]=[CH:10][C:9]([N:12]2[CH2:17][CH2:16][N:15]([C:18]([O:20][C:21]([CH3:24])([CH3:23])[CH3:22])=[O:19])[CH2:14][C:13]2=[O:25])=[CH:8][CH:7]=1. The catalyst class is: 131. (6) Reactant: [O:1]=[C:2]1[C:6]2[CH:7]=[CH:8][C:9]([C:11]#[N:12])=[CH:10][C:5]=2[CH2:4][O:3]1.CC(C[AlH]CC(C)C)C.C1(C)C=CC=CC=1.N1C=CC=CC=1.[C:35](OC(=O)C)(=[O:37])[CH3:36].[Cl-].[NH4+]. Product: [C:35]([O:1][CH:2]1[C:6]2[CH:7]=[CH:8][C:9]([C:11]#[N:12])=[CH:10][C:5]=2[CH2:4][O:3]1)(=[O:37])[CH3:36]. The catalyst class is: 112.